Dataset: Forward reaction prediction with 1.9M reactions from USPTO patents (1976-2016). Task: Predict the product of the given reaction. (1) Given the reactants [Br:1][C:2]1[CH:3]=[C:4]([C:13](=O)/[CH:14]=[C:15](\[C:20]2[CH:25]=[C:24]([Cl:26])[CH:23]=[C:22]([Cl:27])[CH:21]=2)/[C:16]([F:19])([F:18])[F:17])[CH:5]=[CH:6][C:7]=1[S:8][C:9]([CH3:12])([CH3:11])[CH3:10].C([N+](CCCC)(CCCC)CCCC)CCC.[NH2:46][OH:47].[OH-].[Na+], predict the reaction product. The product is: [Br:1][C:2]1[CH:3]=[C:4]([C:13]2[CH2:14][C:15]([C:20]3[CH:25]=[C:24]([Cl:26])[CH:23]=[C:22]([Cl:27])[CH:21]=3)([C:16]([F:19])([F:18])[F:17])[O:47][N:46]=2)[CH:5]=[CH:6][C:7]=1[S:8][C:9]([CH3:12])([CH3:11])[CH3:10]. (2) Given the reactants [CH3:1][O:2][C:3]1[CH:8]=[CH:7][C:6](B(O)O)=[CH:5][CH:4]=1.[CH2:12]([O:14][C:15](=[O:40])[CH2:16][C@H:17]1[C:25]2[C:20](=[CH:21][C:22]([O:26][CH2:27][CH2:28][CH2:29][N:30]([C:32]3[C:37](Cl)=[CH:36][N:35]=[C:34]([Cl:39])[N:33]=3)[CH3:31])=[CH:23][CH:24]=2)[CH2:19][CH2:18]1)[CH3:13].C(Cl)Cl.C([O-])([O-])=O.[Na+].[Na+], predict the reaction product. The product is: [CH2:12]([O:14][C:15](=[O:40])[CH2:16][C@H:17]1[C:25]2[C:20](=[CH:21][C:22]([O:26][CH2:27][CH2:28][CH2:29][N:30]([C:32]3[C:37]([C:6]4[CH:7]=[CH:8][C:3]([O:2][CH3:1])=[CH:4][CH:5]=4)=[CH:36][N:35]=[C:34]([Cl:39])[N:33]=3)[CH3:31])=[CH:23][CH:24]=2)[CH2:19][CH2:18]1)[CH3:13]. (3) The product is: [CH3:31][C:25]([C:32]1[CH:33]=[CH:34][C:35]([C:38]2[CH:43]=[CH:42][C:41]([O:44][CH2:45][C:46]3([CH3:50])[CH2:49][O:48][CH2:47]3)=[CH:40][CH:39]=2)=[CH:36][CH:37]=1)([CH3:24])[C:26]([OH:28])=[O:27]. Given the reactants CC(C1C=CC(B2OC(C)(C)C(C)(C)O2)=CC=1)(C)C(OCC)=O.[CH3:24][C:25]([C:32]1[CH:37]=[CH:36][C:35]([C:38]2[CH:43]=[CH:42][C:41]([O:44][CH2:45][C:46]3([CH3:50])[CH2:49][O:48][CH2:47]3)=[CH:40][CH:39]=2)=[CH:34][CH:33]=1)([CH3:31])[C:26]([O:28]CC)=[O:27].O.[OH-].[Li+], predict the reaction product. (4) Given the reactants Br[C:2]1[CH:7]=[CH:6][C:5]([C@@H:8]2[CH2:10][C@H:9]2[CH2:11][N:12]2[CH2:16][CH2:15][CH2:14][C@H:13]2[CH3:17])=[CH:4][CH:3]=1.[C:18]([C:20]1[CH:25]=[CH:24][C:23](B(O)O)=[CH:22][CH:21]=1)#[N:19].C(=O)([O-])[O-].[K+].[K+], predict the reaction product. The product is: [CH3:17][C@@H:13]1[CH2:14][CH2:15][CH2:16][N:12]1[CH2:11][C@@H:9]1[CH2:10][C@H:8]1[C:5]1[CH:6]=[CH:7][C:2]([C:23]2[CH:24]=[CH:25][C:20]([C:18]#[N:19])=[CH:21][CH:22]=2)=[CH:3][CH:4]=1. (5) Given the reactants [CH2:1]([O:4][C:5]1([CH3:31])[CH2:10][CH2:9][N:8]([C:11]2[C:12]3[N:13]([N:24]=[C:25]([C:27]([O:29][CH3:30])=[O:28])[CH:26]=3)[CH:14]=[C:15]([CH3:23])[C:16]=2[C:17](=[O:22])[C:18]([O:20][CH3:21])=[O:19])[CH2:7][CH2:6]1)[CH:2]=[CH2:3].CB1N2CCC[C@@H]2C(C2C=CC=CC=2)(C2C=CC=CC=2)O1.C1(C)C=CC=CC=1, predict the reaction product. The product is: [CH2:1]([O:4][C:5]1([CH3:31])[CH2:6][CH2:7][N:8]([C:11]2[C:12]3[N:13]([N:24]=[C:25]([C:27]([O:29][CH3:30])=[O:28])[CH:26]=3)[CH:14]=[C:15]([CH3:23])[C:16]=2[C@H:17]([OH:22])[C:18]([O:20][CH3:21])=[O:19])[CH2:9][CH2:10]1)[CH:2]=[CH2:3].